From a dataset of Buchwald-Hartwig C-N cross coupling reaction yields with 55,370 reactions. Predict the reaction yield, written as a fraction of the theoretical maximum amount of product (1.0 means a 100% yield; for example, 0.34 means a 34% yield). (1) The product is Cc1ccc(Nc2ccc(C(F)(F)F)cc2)cc1. The yield is 0.0958. The reactants are FC(F)(F)c1ccc(Br)cc1.Cc1ccc(N)cc1.O=S(=O)(O[Pd]1c2ccccc2-c2ccccc2N~1)C(F)(F)F.COc1ccc(OC)c(P([C@]23C[C@H]4C[C@H](C[C@H](C4)C2)C3)[C@]23C[C@H]4C[C@H](C[C@H](C4)C2)C3)c1-c1c(C(C)C)cc(C(C)C)cc1C(C)C.CCN=P(N=P(N(C)C)(N(C)C)N(C)C)(N(C)C)N(C)C.CCOC(=O)c1cnoc1C. No catalyst specified. (2) The reactants are CCc1ccc(Cl)cc1.Cc1ccc(N)cc1.O=S(=O)(O[Pd]1c2ccccc2-c2ccccc2N~1)C(F)(F)F.CC(C)c1cc(C(C)C)c(-c2ccccc2P(C(C)(C)C)C(C)(C)C)c(C(C)C)c1.CN1CCCN2CCCN=C12.c1ccc(-c2ccno2)cc1. No catalyst specified. The product is CCc1ccc(Nc2ccc(C)cc2)cc1. The yield is 0.153. (3) The reactants are Clc1cccnc1.Cc1ccc(N)cc1.O=S(=O)(O[Pd]1c2ccccc2-c2ccccc2N~1)C(F)(F)F.CC(C)c1cc(C(C)C)c(-c2ccccc2P(C2CCCCC2)C2CCCCC2)c(C(C)C)c1.CN1CCCN2CCCN=C12.CCOC(=O)c1cc(C)on1. No catalyst specified. The product is Cc1ccc(Nc2cccnc2)cc1. The yield is 0.133. (4) The reactants are Brc1cccnc1.Cc1ccc(N)cc1.O=S(=O)(O[Pd]1c2ccccc2-c2ccccc2N~1)C(F)(F)F.CC(C)c1cc(C(C)C)c(-c2ccccc2P(C(C)(C)C)C(C)(C)C)c(C(C)C)c1.CN1CCCN2CCCN=C12.Fc1cccc(F)c1-c1ccno1. No catalyst specified. The product is Cc1ccc(Nc2cccnc2)cc1. The yield is 0.787. (5) The reactants are CCc1ccc(Cl)cc1.Cc1ccc(N)cc1.O=S(=O)(O[Pd]1c2ccccc2-c2ccccc2N~1)C(F)(F)F.COc1ccc(OC)c(P(C(C)(C)C)C(C)(C)C)c1-c1c(C(C)C)cc(C(C)C)cc1C(C)C.CN(C)C(=NC(C)(C)C)N(C)C.CCOC(=O)c1cnoc1C. No catalyst specified. The product is CCc1ccc(Nc2ccc(C)cc2)cc1. The yield is 0. (6) The reactants are Brc1ccccn1.Cc1ccc(N)cc1.O=S(=O)(O[Pd]1c2ccccc2-c2ccccc2N~1)C(F)(F)F.COc1ccc(OC)c(P(C(C)(C)C)C(C)(C)C)c1-c1c(C(C)C)cc(C(C)C)cc1C(C)C.CCN=P(N=P(N(C)C)(N(C)C)N(C)C)(N(C)C)N(C)C.CCOC(=O)c1cc(C)no1. No catalyst specified. The product is Cc1ccc(Nc2ccccn2)cc1. The yield is 0.917. (7) The reactants are Ic1cccnc1.Cc1ccc(N)cc1.O=S(=O)(O[Pd]1c2ccccc2-c2ccccc2N~1)C(F)(F)F.COc1ccc(OC)c(P([C@]23C[C@H]4C[C@H](C[C@H](C4)C2)C3)[C@]23C[C@H]4C[C@H](C[C@H](C4)C2)C3)c1-c1c(C(C)C)cc(C(C)C)cc1C(C)C.CN(C)C(=NC(C)(C)C)N(C)C.Cc1cc(-n2cccc2)no1. The product is Cc1ccc(Nc2cccnc2)cc1. The yield is 0.626. No catalyst specified. (8) The reactants are FC(F)(F)c1ccc(I)cc1.Cc1ccc(N)cc1.O=S(=O)(O[Pd]1c2ccccc2-c2ccccc2N~1)C(F)(F)F.COc1ccc(OC)c(P([C@]23C[C@H]4C[C@H](C[C@H](C4)C2)C3)[C@]23C[C@H]4C[C@H](C[C@H](C4)C2)C3)c1-c1c(C(C)C)cc(C(C)C)cc1C(C)C.CN(C)C(=NC(C)(C)C)N(C)C.c1ccc(CN(Cc2ccccc2)c2ccon2)cc1. No catalyst specified. The product is Cc1ccc(Nc2ccc(C(F)(F)F)cc2)cc1. The yield is 0.379. (9) The reactants are CCc1ccc(Cl)cc1.Cc1ccc(N)cc1.O=S(=O)(O[Pd]1c2ccccc2-c2ccccc2N~1)C(F)(F)F.COc1ccc(OC)c(P(C(C)(C)C)C(C)(C)C)c1-c1c(C(C)C)cc(C(C)C)cc1C(C)C.CCN=P(N=P(N(C)C)(N(C)C)N(C)C)(N(C)C)N(C)C.Cc1cc(-c2ccccc2)on1. No catalyst specified. The product is CCc1ccc(Nc2ccc(C)cc2)cc1. The yield is 0.0781. (10) The reactants are COc1ccc(Br)cc1.Cc1ccc(N)cc1.O=S(=O)(O[Pd]1c2ccccc2-c2ccccc2N~1)C(F)(F)F.CC(C)c1cc(C(C)C)c(-c2ccccc2P(C2CCCCC2)C2CCCCC2)c(C(C)C)c1.CCN=P(N=P(N(C)C)(N(C)C)N(C)C)(N(C)C)N(C)C.c1ccc(-c2cnoc2)cc1. No catalyst specified. The product is COc1ccc(Nc2ccc(C)cc2)cc1. The yield is 0.0434.